This data is from Full USPTO retrosynthesis dataset with 1.9M reactions from patents (1976-2016). The task is: Predict the reactants needed to synthesize the given product. (1) Given the product [CH:35]1([CH2:34][CH:33]([N:4]2[C:3](=[O:15])[CH:2]=[C:7]([O:29][C:24]3[CH:25]=[CH:26][CH:27]=[CH:28][C:23]=3[C:21]([N:16]3[CH2:17][CH2:18][CH2:19][CH2:20]3)=[O:22])[CH:6]=[N:5]2)[C:32]([OH:31])=[O:41])[CH2:39][CH2:38][CH2:37][CH2:36]1, predict the reactants needed to synthesize it. The reactants are: Cl[C:2]1[C:3](=[O:15])[N:4](C2CCCCO2)[N:5]=[CH:6][C:7]=1Cl.[N:16]1([C:21]([C:23]2[CH:28]=[CH:27][CH:26]=[CH:25][C:24]=2[OH:29])=[O:22])[CH2:20][CH2:19][CH2:18][CH2:17]1.C[O:31][C:32](=[O:41])[CH:33](Br)[CH2:34][CH:35]1[CH2:39][CH2:38][CH2:37][CH2:36]1. (2) Given the product [Cl:38][C:34]1[CH:33]=[C:32]([CH:37]=[CH:36][CH:35]=1)[CH2:31][NH:30][C:26]1[N:25]=[C:24]([C:21]2[N:17]3[CH:18]=[CH:19][N:20]=[C:15]([NH:14][CH:11]4[CH2:10][CH2:9][CH:8]([NH2:7])[CH2:13][CH2:12]4)[C:16]3=[N:23][CH:22]=2)[CH:29]=[CH:28][CH:27]=1, predict the reactants needed to synthesize it. The reactants are: C(OC(=O)[NH:7][CH:8]1[CH2:13][CH2:12][CH:11]([NH:14][C:15]2[C:16]3[N:17]([C:21]([C:24]4[CH:29]=[CH:28][CH:27]=[C:26]([NH:30][CH2:31][C:32]5[CH:37]=[CH:36][CH:35]=[C:34]([Cl:38])[CH:33]=5)[N:25]=4)=[CH:22][N:23]=3)[CH:18]=[CH:19][N:20]=2)[CH2:10][CH2:9]1)(C)(C)C. (3) The reactants are: [CH3:1][O:2][C:3]1[CH:4]=[CH:5][C:6]2[CH:12]([C:13]3[CH:18]=[CH:17][CH:16]=[CH:15][CH:14]=3)[CH2:11][CH2:10][N:9]([CH3:19])[CH2:8][C:7]=2[CH:20]=1.[C:21]([OH:28])(=[O:27])/[CH:22]=[CH:23]/[C:24]([OH:26])=[O:25]. Given the product [C:21]([OH:28])(=[O:27])/[CH:22]=[CH:23]/[C:24]([OH:26])=[O:25].[CH3:1][O:2][C:3]1[CH:4]=[CH:5][C:6]2[CH:12]([C:13]3[CH:14]=[CH:15][CH:16]=[CH:17][CH:18]=3)[CH2:11][CH2:10][N:9]([CH3:19])[CH2:8][C:7]=2[CH:20]=1, predict the reactants needed to synthesize it.